Dataset: Experimentally validated miRNA-target interactions with 360,000+ pairs, plus equal number of negative samples. Task: Binary Classification. Given a miRNA mature sequence and a target amino acid sequence, predict their likelihood of interaction. (1) The miRNA is hsa-miR-6875-3p with sequence AUUCUUCCUGCCCUGGCUCCAU. The protein sequence of the target gene is MNGGNESSGADRAGGPVATSVPIGWQRCVREGAVLYISPSGTELSSLEQTRSYLLSDGTCKCGLECPLNVPKVFNFDPLAPVTPGGAGVGPASEEDMTKLCNHRRKAVAMATLYRSMETTCSHSSPGEGASPQMFHTVSPGPPSARPPCRVPPTTPLNGGPGSLPPEPPSVSQAFPTLAGPGGLFPPRLADPVPSGGSSSPRFLPRGNAPSPAPPPPPAISLNAPSYNWGAALRSSLVPSDLGSPPAPHASSSPPSDPPLFHCSDALTPPPLPPSNNLPAHPGPASQPPVSSATMHLPLV.... Result: 0 (no interaction). (2) The protein sequence of the target gene is MEDLDALLSDLETTTSHMPRSGAPKERPAEPLTPPPSYGHQPQTGSGESSGASGDKDHLYSTVCKPRSPKPAAPAAPPFSSSSGVLGTGLCELDRLLQELNATQFNITDEIMSQFPSSKVASGEQKEDQSEDKKRPSLPSSPSPGLPKASATSATLELDRLMASLSDFRVQNHLPASGPTQPPVVSSTNEGSPSPPEPTGKGSLDTMLGLLQSDLSRRGVPTQAKGLCGSCNKPIAGQVVTALGRAWHPEHFVCGGCSTALGGSSFFEKDGAPFCPECYFERFSPRCGFCNQPIRHKMVT.... Result: 0 (no interaction). The miRNA is hsa-miR-6765-3p with sequence UCACCUGGCUGGCCCGCCCAG. (3) The miRNA is mmu-miR-671-3p with sequence UCCGGUUCUCAGGGCUCCACC. The protein sequence of the target gene is MASSDIQVKELEKRASGQAFELILSPRSKESVPDFPLSPPKKKDLSLEEIQKKLEAAEERRKSHEAEVLKQLAEKREHEKEVLQKAIEENNNFSKMAEEKLTHKMEANKENREAQMAAKLERLREKDKHVEEVRKNKESKDPADETEAD. Result: 0 (no interaction). (4) The miRNA is hsa-miR-378a-5p with sequence CUCCUGACUCCAGGUCCUGUGU. The protein sequence of the target gene is MQSKVTGNMPTQSLLMYMDGPEVIGSSLGSPMEMEDALSMKGTAVVPFRATQEKNVIQIEGYMPLDCMFCSQTFTHSEDLNKHVLMQHRPTLCEPAVLRVEAEYLSPLDKSQVRTEPPKEKNCKENEFSCEVCGQTFRVAFDVEIHMRTHKDSFTYGCNMCGRRFKEPWFLKNHMRTHNGKSGARSKLQQGLESSPATINEVVQVHAAESISSPYKICMVCGFLFPNKESLIEHRKVHTKKTAFGTSSAQTDSPQGGMPSSREDFLQLFNLRPKSHPETGKKPVRCIPQLDPFTTFQAWQ.... Result: 1 (interaction). (5) The protein sequence of the target gene is MQEIIASVDHIKFDLEIAVEQQLGAQPLPFPGMDKSGAAVCEFFLKAACGKGGMCPFRHISGEKTVVCKHWLRGLCKKGDQCEFLHEYDMTKMPECYFYSKFGECSNKECPFLHIDPESKIKDCPWYDRGFCKHGPLCRHRHTRRVICVNYLVGFCPEGPSCKFMHPRFELPMGTTEQPPLPQQTQPPAKQSNNPPLQRSSSLIQLTSQNSSPNQQRTPQVIGVMQSQNSSAGNRGPRPLEQVTCYKCGEKGHYANRCTKGHLAFLSGQ. The miRNA is hsa-miR-654-5p with sequence UGGUGGGCCGCAGAACAUGUGC. Result: 0 (no interaction). (6) The miRNA is hsa-miR-6507-5p with sequence GAAGAAUAGGAGGGACUUUGU. The protein sequence of the target gene is MSFLFSSRSSKTFKPKKNIPEGSHQYELLKHAEATLGSGNLRQAVMLPEGEDLNEWIAVNTVDFFNQINMLYGTITEFCTEASCPVMSAGPRYEYHWADGTNIKKPIKCSAPKYIDYLMTWVQDQLDDETLFPSKIGVPFPKNFMSVAKTILKRLFRVYAHIYHQHFDSVMQLQEEAHLNTSFKHFIFFVQEFNLIDRRELAPLQELIEKLGSKDR. Result: 1 (interaction).